This data is from Forward reaction prediction with 1.9M reactions from USPTO patents (1976-2016). The task is: Predict the product of the given reaction. (1) Given the reactants I[C:2]1[CH:7]=[CH:6][C:5]([C:8]2[CH:12]=[C:11]([OH:13])[N:10]([C:14]3[CH:19]=[CH:18][CH:17]=[CH:16][N:15]=3)[N:9]=2)=[CH:4][CH:3]=1.[C:20]1([B:26](O)O)[CH:25]=[CH:24][CH:23]=[CH:22][CH:21]=1.[O-]P([O-])([O-])=O.[K+].[K+].[K+].O1[CH2:42][CH2:41]OCC1, predict the reaction product. The product is: [C:2]1([C:42]2[CH:41]=[CH:19][CH:18]=[CH:17][CH:16]=2)[CH:7]=[CH:6][C:5]([C:8]2[CH:12]=[C:11]([O:13][B:26]([C:2]3[CH:7]=[CH:6][CH:5]=[CH:4][CH:3]=3)[C:20]3[CH:25]=[CH:24][CH:23]=[CH:22][CH:21]=3)[N:10]([C:14]3[CH:19]=[CH:18][CH:17]=[CH:16][N:15]=3)[N:9]=2)=[CH:4][CH:3]=1. (2) The product is: [CH3:1][S:2]([O:5][CH2:6][CH2:7][N:8]([CH2:33][CH2:34][Br:35])[C:9]1[C:10]([N+:30]([O-:32])=[O:31])=[CH:11][C:12]([N+:27]([O-:29])=[O:28])=[CH:13][C:14]=1[C:15]([NH:17][CH2:18][CH2:19][OH:20])=[O:16])(=[O:3])=[O:4]. Given the reactants [CH3:1][S:2]([O:5][CH2:6][CH2:7][N:8]([CH2:33][CH2:34][Br:35])[C:9]1[C:14]([C:15]([NH:17][CH2:18][CH2:19][O:20]C2CCCCO2)=[O:16])=[CH:13][C:12]([N+:27]([O-:29])=[O:28])=[CH:11][C:10]=1[N+:30]([O-:32])=[O:31])(=[O:4])=[O:3].CS(O)(=O)=O, predict the reaction product.